Dataset: Reaction yield outcomes from USPTO patents with 853,638 reactions. Task: Predict the reaction yield, written as a fraction of the theoretical maximum amount of product (1.0 means a 100% yield; for example, 0.34 means a 34% yield). (1) The reactants are [NH2:1][C:2]1[CH:30]=[CH:29][C:5]([O:6][C:7]2[CH:12]=[CH:11][N:10]=[C:9]3[CH:13]=[C:14]([C:16]4[N:21]=[CH:20][C:19]([CH2:22][N:23]5[CH2:27][CH2:26][CH2:25][C:24]5=[O:28])=[CH:18][CH:17]=4)[S:15][C:8]=23)=[C:4]([F:31])[CH:3]=1.CCN(C(C)C)C(C)C.Cl[C:42](OC1C=CC([N+]([O-])=O)=CC=1)=[O:43].Cl.[CH3:55][S:56]([C:59]1[CH:60]=[C:61]([CH:63]=[CH:64][CH:65]=1)[NH2:62])(=[O:58])=[O:57]. The catalyst is C1COCC1. The product is [F:31][C:4]1[CH:3]=[C:2]([NH:1][C:42]([NH:62][C:61]2[CH:63]=[CH:64][CH:65]=[C:59]([S:56]([CH3:55])(=[O:57])=[O:58])[CH:60]=2)=[O:43])[CH:30]=[CH:29][C:5]=1[O:6][C:7]1[CH:12]=[CH:11][N:10]=[C:9]2[CH:13]=[C:14]([C:16]3[CH:17]=[CH:18][C:19]([CH2:22][N:23]4[CH2:27][CH2:26][CH2:25][C:24]4=[O:28])=[CH:20][N:21]=3)[S:15][C:8]=12. The yield is 0.200. (2) The reactants are [Cl-].[Ce+3].[Cl-].[Cl-].[C:5]([N:9]1[CH:13]=[C:12]([CH2:14][CH2:15][CH2:16][C:17](=[O:19])[CH3:18])/[C:11](=[N:20]/[C:21](=[O:33])[C:22]2[CH:27]=[CH:26][CH:25]=[C:24]([C:28]([F:31])([F:30])[F:29])[C:23]=2[F:32])/[S:10]1)([CH3:8])([CH3:7])[CH3:6].[CH3:34][Mg]Br. The catalyst is C1COCC1. The product is [C:5]([N:9]1[CH:13]=[C:12]([CH2:14][CH2:15][CH2:16][C:17]([OH:19])([CH3:34])[CH3:18])/[C:11](=[N:20]/[C:21](=[O:33])[C:22]2[CH:27]=[CH:26][CH:25]=[C:24]([C:28]([F:29])([F:31])[F:30])[C:23]=2[F:32])/[S:10]1)([CH3:6])([CH3:7])[CH3:8]. The yield is 0.550. (3) The reactants are [CH2:1]([C:3]([C:28]1[CH:33]=[CH:32][C:31]([OH:34])=[C:30]([CH3:35])[CH:29]=1)([C:6]1[CH:11]=[CH:10][C:9]([C:12]#[C:13][C:14]([O:23][CH2:24][O:25][CH3:26])([C:19]([F:22])([F:21])[F:20])[C:15]([F:18])([F:17])[F:16])=[C:8]([CH3:27])[CH:7]=1)[CH2:4][CH3:5])[CH3:2].C1(P(C2C=CC=CC=2)C2C=CC=CC=2)C=CC=CC=1.CCOC(/N=N/C(OCC)=O)=O.[CH2:67]([O:69][C:70](=[O:83])[CH2:71][CH:72]([O:75][Si:76]([C:79]([CH3:82])([CH3:81])[CH3:80])([CH3:78])[CH3:77])[CH2:73]O)[CH3:68]. The catalyst is C1(C)C=CC=CC=1. The product is [CH2:67]([O:69][C:70](=[O:83])[CH2:71][C@H:72]([O:75][Si:76]([C:79]([CH3:80])([CH3:82])[CH3:81])([CH3:77])[CH3:78])[CH2:73][O:34][C:31]1[CH:32]=[CH:33][C:28]([C:3]([CH2:4][CH3:5])([C:6]2[CH:11]=[CH:10][C:9]([C:12]#[C:13][C:14]([O:23][CH2:24][O:25][CH3:26])([C:19]([F:20])([F:21])[F:22])[C:15]([F:18])([F:17])[F:16])=[C:8]([CH3:27])[CH:7]=2)[CH2:1][CH3:2])=[CH:29][C:30]=1[CH3:35])[CH3:68]. The yield is 0.450.